Dataset: Catalyst prediction with 721,799 reactions and 888 catalyst types from USPTO. Task: Predict which catalyst facilitates the given reaction. (1) Reactant: [H-].[Na+].[CH3:3][CH2:4][O:5][C:6]([CH:8]([C:16]([O:18][CH2:19][CH3:20])=[O:17])[CH2:9][C:10]1[CH:15]=[CH:14][CH:13]=[CH:12][CH:11]=1)=[O:7].Cl.[CH2:22]([C:26]1[N:27]([CH2:33][C:34]2[CH:39]=[CH:38][CH:37]=[CH:36][C:35]=2[Cl:40])[C:28](CCl)=[CH:29][N:30]=1)[CH2:23][CH2:24][CH3:25]. Product: [CH2:19]([O:18][C:16](=[O:17])[C:8]([C:28]1[N:27]([CH2:33][C:34]2[CH:39]=[CH:38][CH:37]=[CH:36][C:35]=2[Cl:40])[C:26]([CH2:22][CH2:23][CH2:24][CH3:25])=[N:30][CH:29]=1)([CH2:9][C:10]1[CH:15]=[CH:14][CH:13]=[CH:12][CH:11]=1)[C:6]([O:5][CH2:4][CH3:3])=[O:7])[CH3:20]. The catalyst class is: 9. (2) Product: [C:1]([O:5][C:6](=[O:23])[N:7]([C:8]1[S:9][CH:10]=[CH:11][C@:12]([C:15]2[CH:20]=[CH:19][CH:18]=[C:17]([CH3:21])[C:16]=2[F:22])([CH3:14])[N:13]=1)[CH2:41][O:40][CH2:39][CH2:38][Si:35]([CH3:37])([CH3:36])[CH3:34])([CH3:2])([CH3:4])[CH3:3]. The catalyst class is: 1. Reactant: [C:1]([O:5][C:6](=[O:23])[NH:7][C:8]1[S:9][CH:10]=[CH:11][C@:12]([C:15]2[CH:20]=[CH:19][CH:18]=[C:17]([CH3:21])[C:16]=2[F:22])([CH3:14])[N:13]=1)([CH3:4])([CH3:3])[CH3:2].[Li+].C[Si]([N-][Si](C)(C)C)(C)C.[CH3:34][Si:35]([CH2:38][CH2:39][O:40][CH2:41]Cl)([CH3:37])[CH3:36]. (3) Reactant: Br[C:2]1[CH:27]=[CH:26][C:5]2[NH:6][C:7]([N:9]3[CH2:25][CH2:24][C:12]4([O:16][C:15](=[O:17])[N:14]([C:18]5[CH:23]=[CH:22][CH:21]=[CH:20][CH:19]=5)[CH2:13]4)[CH2:11][CH2:10]3)=[N:8][C:4]=2[CH:3]=1.[F:28][C:29]1[CH:34]=[CH:33][C:32](B(O)O)=[CH:31][CH:30]=1.C(=O)([O-])[O-].[Na+].[Na+].O. The catalyst class is: 77. Product: [F:28][C:29]1[CH:34]=[CH:33][C:32]([C:2]2[CH:27]=[CH:26][C:5]3[NH:6][C:7]([N:9]4[CH2:10][CH2:11][C:12]5([O:16][C:15](=[O:17])[N:14]([C:18]6[CH:23]=[CH:22][CH:21]=[CH:20][CH:19]=6)[CH2:13]5)[CH2:24][CH2:25]4)=[N:8][C:4]=3[CH:3]=2)=[CH:31][CH:30]=1.